Dataset: Full USPTO retrosynthesis dataset with 1.9M reactions from patents (1976-2016). Task: Predict the reactants needed to synthesize the given product. Given the product [Cl:2][CH2:3][C:4]1[N:5]=[C:6]([NH:9][C:15]([NH:17][CH2:18][C:19]2[CH:33]=[C:32]([F:31])[CH:39]=[C:38]([F:40])[CH:37]=2)=[O:16])[S:7][CH:8]=1, predict the reactants needed to synthesize it. The reactants are: Cl.[Cl:2][CH2:3][C:4]1[N:5]=[C:6]([NH2:9])[S:7][CH:8]=1.C1N=CN([C:15]([N:17]2C=N[CH:19]=[CH:18]2)=[O:16])C=1.CCN(C(C)C)C(C)C.[F:31][C:32]1[CH:33]=C([CH:37]=[C:38]([F:40])[CH:39]=1)CN.